This data is from Kir2.1 potassium channel HTS with 301,493 compounds. The task is: Binary Classification. Given a drug SMILES string, predict its activity (active/inactive) in a high-throughput screening assay against a specified biological target. (1) The drug is O=C1N(C(=O)NC(=O)C21C1N(CCCCC1)c1nc3n(c(=O)c1C2)cccc3)Cc1ccc(cc1)C. The result is 0 (inactive). (2) The compound is S(c1ccc(C2N3C(C4C2C(=O)N(C4=O)CC)(CCC3)C(OC)=O)cc1)C1CCCCC1. The result is 0 (inactive). (3) The molecule is Clc1ccc(CNC(=S)NC(c2cc(OC)ccc2)C)cc1. The result is 1 (active). (4) The drug is S(=O)(=O)(Nc1ccc(cc1)C(=O)N)c1c(cc(cc1C)C)C. The result is 0 (inactive). (5) The drug is S1C(c2c(n([nH]c2C)c2ccccc2)=NC(=O)C1)c1cc2OCOc2cc1. The result is 0 (inactive). (6) The molecule is O=c1n(c(=O)[nH]c2n(CCCC)c(nc12)c1ccc(OC)cc1)C. The result is 0 (inactive). (7) The compound is Clc1cc(NC(=O)N2CCN(CC2)CCn2c(c/c(cc2C)=C(\C#N)C#N)C)ccc1Cl. The result is 0 (inactive). (8) The molecule is o1c(C(=O)Nc2c3c(nccc3)ccc2)ccc1. The result is 0 (inactive).